This data is from Retrosynthesis with 50K atom-mapped reactions and 10 reaction types from USPTO. The task is: Predict the reactants needed to synthesize the given product. (1) The reactants are: CC(C)n1c(Br)cc2c1C(c1ccc(Cl)cc1)N([C@H]1CC[C@H](O)CC1)C2=O.COc1ccccc1B(O)O. Given the product COc1ccccc1-c1cc2c(n1C(C)C)C(c1ccc(Cl)cc1)N([C@H]1CC[C@H](O)CC1)C2=O, predict the reactants needed to synthesize it. (2) The reactants are: CC(C)(C)OC(=O)Nc1cc(F)cc(Cl)c1. Given the product Nc1cc(F)cc(Cl)c1, predict the reactants needed to synthesize it. (3) Given the product CCNCC=Cc1ccccc1, predict the reactants needed to synthesize it. The reactants are: CCN.O=CC=Cc1ccccc1. (4) Given the product CCOC(C)n1cc(/C=C/c2ccc(C#N)cc2)cn1, predict the reactants needed to synthesize it. The reactants are: C=Cc1ccc(C#N)cc1.CCOC(C)n1cc(I)cn1. (5) Given the product Cc1c(SCC2CCN(C(=O)Cc3ccc(-n4cnnn4)nc3)CC2)ccc2c1COC2=O, predict the reactants needed to synthesize it. The reactants are: Cc1c(SCC2CC[NH2+]CC2)ccc2c1COC2=O.O=C(O)Cc1ccc(-n2cnnn2)nc1. (6) Given the product CCOC(=O)Cc1csc(NS(C)(=O)=O)n1, predict the reactants needed to synthesize it. The reactants are: CCOC(=O)Cc1csc(N)n1.CS(=O)(=O)Cl. (7) Given the product CCC(c1nn2cccc2c(=O)n1Cc1cccc(F)c1)N(CCCNC(=O)OC(C)(C)C)C(=O)c1ccc(C)cc1, predict the reactants needed to synthesize it. The reactants are: CCC(c1nn2cccc2c(=O)n1Cc1ccc(F)cc1)N(CCCNC(=O)OC(C)(C)C)C(=O)c1ccc(C)cc1. (8) Given the product Cc1c(C(=O)Nc2ccc(N3CCC(N4CCOCC4)CC3)c(C(N)=O)c2)cnn1-c1ccc(Cl)cc1, predict the reactants needed to synthesize it. The reactants are: Cc1c(C(=O)O)cnn1-c1ccc(Cl)cc1.NC(=O)c1cc(N)ccc1N1CCC(N2CCOCC2)CC1. (9) The reactants are: CC(C)(C)OC(=O)OC(=O)OC(C)(C)C.Cc1nc(-c2nc[nH]n2)ccc1Br. Given the product Cc1nc(-c2ncn(C(=O)OC(C)(C)C)n2)ccc1Br, predict the reactants needed to synthesize it.